This data is from Catalyst prediction with 721,799 reactions and 888 catalyst types from USPTO. The task is: Predict which catalyst facilitates the given reaction. (1) Reactant: [NH2:1][C:2]1[N:3]=[CH:4][C:5]([C:8]2[CH:13]=[CH:12][C:11]([C:14]3[CH:19]=[CH:18][CH:17]=[CH:16][C:15]=3[CH2:20]O)=[CH:10][C:9]=2[F:22])=[N:6][CH:7]=1.O=S(Cl)[Cl:25]. Product: [Cl:25][CH2:20][C:15]1[C:14]([C:11]2[CH:12]=[CH:13][C:8]([C:5]3[N:6]=[CH:7][C:2]([NH2:1])=[N:3][CH:4]=3)=[C:9]([F:22])[CH:10]=2)=[CH:19][CH:18]=[CH:17][CH:16]=1. The catalyst class is: 2. (2) Reactant: [Cl:1][C:2]1[CH:7]=[C:6]([N+:8]([O-:10])=[O:9])[CH:5]=[CH:4][C:3]=1[CH2:11][C:12](Cl)=[O:13].[CH2:15]([NH:17][CH2:18][CH3:19])[CH3:16]. Product: [Cl:1][C:2]1[CH:7]=[C:6]([N+:8]([O-:10])=[O:9])[CH:5]=[CH:4][C:3]=1[CH2:11][C:12]([N:17]([CH2:18][CH3:19])[CH2:15][CH3:16])=[O:13]. The catalyst class is: 13. (3) Reactant: [NH3:1].[ClH:2].[I:3][C:4]1[CH:5]=[C:6]([CH:12]=[CH:13][CH:14]=1)[C:7](=[NH:11])OCC. Product: [ClH:2].[I:3][C:4]1[CH:5]=[C:6]([CH:12]=[CH:13][CH:14]=1)[C:7]([NH2:11])=[NH:1]. The catalyst class is: 8. (4) Reactant: [CH3:1][C:2]1[CH:7]=[C:6]([CH3:8])[N:5]=[C:4]2[S:9][NH:10][C:11](=[O:12])[C:3]=12.Cl[CH2:14][C:15]([N:17]1[CH2:22][CH2:21][O:20][CH2:19][CH2:18]1)=[O:16].CCN(CC)CC. Product: [CH3:1][C:2]1[CH:7]=[C:6]([CH3:8])[N:5]=[C:4]2[S:9][N:10]=[C:11]([O:12][CH2:14][C:15]([N:17]3[CH2:22][CH2:21][O:20][CH2:19][CH2:18]3)=[O:16])[C:3]=12. The catalyst class is: 2. (5) Reactant: Br.[NH2:2][C@H:3]1[CH2:7][CH2:6][N:5]([C@H:8]2[CH2:13][CH2:12][C@@H:11]([N:14]([CH:16]([CH3:18])[CH3:17])[CH3:15])[CH2:10][C@H:9]2[CH2:19][CH3:20])[C:4]1=[O:21].C(N(CC)CC)C.Cl[C:30]1[C:39]2[C:34](=[CH:35][CH:36]=[C:37]([C:40]([F:43])([F:42])[F:41])[CH:38]=2)[N:33]=[CH:32][N:31]=1. Product: [CH2:19]([C@@H:9]1[CH2:10][C@H:11]([N:14]([CH:16]([CH3:17])[CH3:18])[CH3:15])[CH2:12][CH2:13][C@@H:8]1[N:5]1[CH2:6][CH2:7][C@H:3]([NH:2][C:30]2[C:39]3[C:34](=[CH:35][CH:36]=[C:37]([C:40]([F:42])([F:43])[F:41])[CH:38]=3)[N:33]=[CH:32][N:31]=2)[C:4]1=[O:21])[CH3:20]. The catalyst class is: 14.